Task: Predict which catalyst facilitates the given reaction.. Dataset: Catalyst prediction with 721,799 reactions and 888 catalyst types from USPTO (1) Reactant: CN1CCOCC1.ON1C2C=CC=CC=2N=N1.Cl.C(N=C=NCCCN(C)C)C.[CH2:30]([N:37]([S:42]([C:45]1[CH:50]=[CH:49][C:48]([O:51][CH3:52])=[CH:47][CH:46]=1)(=[O:44])=[O:43])[CH2:38][C:39](O)=[O:40])[C:31]1[CH:36]=[CH:35][CH:34]=[CH:33][CH:32]=1.[NH2:53][C:54]1[S:55][S:56][C:57](=[S:59])[N:58]=1.Cl. Product: [CH2:30]([N:37]([S:42]([C:45]1[CH:50]=[CH:49][C:48]([O:51][CH3:52])=[CH:47][CH:46]=1)(=[O:44])=[O:43])[CH2:38][C:39]([NH:53][C:54]1[S:55][S:56][C:57](=[S:59])[N:58]=1)=[O:40])[C:31]1[CH:36]=[CH:35][CH:34]=[CH:33][CH:32]=1. The catalyst class is: 9. (2) Reactant: Cl[C:2]1[C:7]([Cl:8])=[CH:6][CH:5]=[CH:4][N:3]=1.[Br:9][C:10]1[CH:14]=[CH:13][NH:12][N:11]=1.C(=O)([O-])[O-].[K+].[K+]. Product: [Br:9][C:10]1[CH:14]=[CH:13][N:12]([C:2]2[C:7]([Cl:8])=[CH:6][CH:5]=[CH:4][N:3]=2)[N:11]=1. The catalyst class is: 9. (3) Reactant: [CH3:1][C:2]1[N:6]([CH2:7][CH:8]2[C:21](=[O:22])[C:12]3[C:13]4[CH:14]=[CH:15][CH:16]=[CH:17][C:18]=4[N:19]([CH3:20])[C:11]=3[CH2:10][CH2:9]2)[CH:5]=[CH:4][N:3]=1.[ClH:23]. Product: [CH3:1][C:2]1[N:6]([CH2:7][CH:8]2[C:21](=[O:22])[C:12]3[C:13]4[C:18]([N:19]([CH3:20])[C:11]=3[CH2:10][CH2:9]2)=[CH:17][CH:16]=[CH:15][CH:14]=4)[CH:5]=[CH:4][N:3]=1.[OH2:22].[OH2:22].[ClH:23]. The catalyst class is: 252. (4) Reactant: [FH:1].F.F.C(N(CC)CC)C.C(N(CC)CC)C.[CH:18]1(O)[CH2:25][CH2:24][CH2:23][CH2:22][CH2:21][CH2:20][CH2:19]1. Product: [F:1][CH:18]1[CH2:25][CH2:24][CH2:23][CH2:22][CH2:21][CH2:20][CH2:19]1.[CH:18]1[CH2:25][CH2:24][CH2:23][CH2:22][CH2:21][CH2:20][CH:19]=1. The catalyst class is: 4.